This data is from Reaction yield outcomes from USPTO patents with 853,638 reactions. The task is: Predict the reaction yield, written as a fraction of the theoretical maximum amount of product (1.0 means a 100% yield; for example, 0.34 means a 34% yield). (1) The reactants are [C:1]([C:4]1[CH:5]=[CH:6][C:7]2[S:11](=[O:13])(=[O:12])[CH2:10][CH2:9][C:8]=2[CH:14]=1)(=[O:3])[CH3:2].[BrH:15].BrBr. The catalyst is C(O)(=O)C. The product is [Br:15][CH2:2][C:1]([C:4]1[CH:5]=[CH:6][C:7]2[S:11](=[O:12])(=[O:13])[CH2:10][CH2:9][C:8]=2[CH:14]=1)=[O:3]. The yield is 0.910. (2) The reactants are C(OC(=O)CC)(=O)CC.[CH3:10][O:11][C:12]([C@@H:14]1[CH2:27][C@H:26]([OH:28])[C:25](=[O:29])[C@H:24]2[C@@:15]1([CH3:37])[CH2:16][CH2:17][C@H:18]1[C@:23]2([CH3:30])[CH2:22][C@@H:21]([C:31]2[CH:35]=[CH:34][O:33][CH:32]=2)[O:20][C:19]1=[O:36])=[O:13].[C:38](Cl)(=[O:42])[CH:39]([CH3:41])[CH3:40]. No catalyst specified. The product is [CH3:10][O:11][C:12]([C@@H:14]1[CH2:27][C@H:26]([O:28][C:38](=[O:42])[CH:39]([CH3:41])[CH3:40])[C:25](=[O:29])[C@H:24]2[C@@:15]1([CH3:37])[CH2:16][CH2:17][C@@H:18]1[C@:23]2([CH3:30])[CH2:22][C@@H:21]([C:31]2[CH:35]=[CH:34][O:33][CH:32]=2)[O:20][C:19]1=[O:36])=[O:13]. The yield is 0.620. (3) The reactants are [CH:1]1([C:6](=O)[CH2:7][C:8]#[N:9])[CH2:5][CH2:4][CH2:3][CH2:2]1.O.[NH2:12][NH2:13]. The product is [CH:1]1([C:6]2[CH:7]=[C:8]([NH2:9])[NH:12][N:13]=2)[CH2:5][CH2:4][CH2:3][CH2:2]1. The catalyst is C(O)C. The yield is 0.460. (4) The reactants are [CH3:1][O:2][C:3]1[CH:19]=[CH:18][C:6]([CH2:7][N:8]2[C:12]3[CH:13]=[CH:14][C:15]([NH2:17])=[CH:16][C:11]=3[N:10]=[CH:9]2)=[CH:5][CH:4]=1.[Br:20]Br.N.CO.C(Cl)(Cl)Cl. The catalyst is CC(O)=O. The product is [CH3:1][O:2][C:3]1[CH:4]=[CH:5][C:6]([CH2:7][N:8]2[C:12]3[CH:13]=[CH:14][C:15]([NH2:17])=[C:16]([Br:20])[C:11]=3[N:10]=[CH:9]2)=[CH:18][CH:19]=1. The yield is 0.950. (5) The reactants are [CH2:1]([O:8][C:9]1[CH:14]=[CH:13][C:12](B(O)O)=[CH:11][C:10]=1[F:18])[C:2]1[CH:7]=[CH:6][CH:5]=[CH:4][CH:3]=1.[C:19]1(=[O:24])[CH2:23][CH2:22][CH:21]=[CH:20]1. No catalyst specified. The product is [CH2:1]([O:8][C:9]1[CH:14]=[CH:13][C:12]([C@@H:21]2[CH2:22][CH2:23][C:19](=[O:24])[CH2:20]2)=[CH:11][C:10]=1[F:18])[C:2]1[CH:7]=[CH:6][CH:5]=[CH:4][CH:3]=1. The yield is 0.680.